From a dataset of Catalyst prediction with 721,799 reactions and 888 catalyst types from USPTO. Predict which catalyst facilitates the given reaction. (1) Reactant: [C:1]([O:5][C:6]([N:8]1[CH2:13][CH2:12][CH2:11][C@H:10]([CH2:14][O:15][C:16]2[CH:21]=[CH:20][C:19]([F:22])=[CH:18][C:17]=2[OH:23])[CH2:9]1)=[O:7])([CH3:4])([CH3:3])[CH3:2].[C:24]1(B(O)O)[CH:29]=[CH:28][CH:27]=[CH:26][CH:25]=1.N1C=CC=CC=1. Product: [C:1]([O:5][C:6]([N:8]1[CH2:13][CH2:12][CH2:11][C@H:10]([CH2:14][O:15][C:16]2[CH:21]=[CH:20][C:19]([F:22])=[CH:18][C:17]=2[O:23][C:24]2[CH:29]=[CH:28][CH:27]=[CH:26][CH:25]=2)[CH2:9]1)=[O:7])([CH3:4])([CH3:2])[CH3:3]. The catalyst class is: 302. (2) Reactant: [NH2:1]C1C=CN=CC=1.C(N(CC)CC)C.Cl[C:16]([O:18][CH2:19][C:20]1[CH:25]=[CH:24][CH:23]=[CH:22][CH:21]=1)=[O:17]. Product: [C:16](=[O:17])([O:18][CH2:19][C:20]1[CH:25]=[CH:24][CH:23]=[CH:22][CH:21]=1)[NH2:1]. The catalyst class is: 2. (3) Reactant: [Cl:1][C:2]1[N:7]=[N:6][C:5]([NH2:8])=[CH:4][CH:3]=1.Br[CH:10]([CH3:14])[C:11](=O)[CH3:12]. Product: [Cl:1][C:2]1[CH:3]=[CH:4][C:5]2[N:6]([C:10]([CH3:14])=[C:11]([CH3:12])[N:8]=2)[N:7]=1. The catalyst class is: 14. (4) Reactant: [CH2:1]([N:8]1[CH2:12][CH2:11][C:10]2([CH2:17][CH2:16][CH2:15][N:14]([C:18]([O:20][C:21]([CH3:24])([CH3:23])[CH3:22])=[O:19])[CH:13]2[CH2:25][OH:26])[CH2:9]1)[C:2]1[CH:7]=[CH:6][CH:5]=[CH:4][CH:3]=1.C(N(CC)CC)C.[CH3:34][S:35](Cl)(=[O:37])=[O:36].C(=O)([O-])O.[Na+]. Product: [CH2:1]([N:8]1[CH2:12][CH2:11][C:10]2([CH2:17][CH2:16][CH2:15][N:14]([C:18]([O:20][C:21]([CH3:22])([CH3:23])[CH3:24])=[O:19])[CH:13]2[CH2:25][O:26][S:35]([CH3:34])(=[O:37])=[O:36])[CH2:9]1)[C:2]1[CH:3]=[CH:4][CH:5]=[CH:6][CH:7]=1. The catalyst class is: 4. (5) Product: [CH:15]1([O:20][C:21](=[O:34])[C@@H:22]([NH:26][C:27]([O:29][C:30]([CH3:33])([CH3:32])[CH3:31])=[O:28])[CH2:23][CH2:24][O:14][C:8]2[CH:7]=[C:6]3[C:11]([C:2]([Cl:1])=[CH:3][CH:4]=[N:5]3)=[CH:10][C:9]=2[O:12][CH3:13])[CH2:16][CH2:17][CH2:18][CH2:19]1. Reactant: [Cl:1][C:2]1[C:11]2[C:6](=[CH:7][C:8]([OH:14])=[C:9]([O:12][CH3:13])[CH:10]=2)[N:5]=[CH:4][CH:3]=1.[CH:15]1([O:20][C:21](=[O:34])[C@@H:22]([NH:26][C:27]([O:29][C:30]([CH3:33])([CH3:32])[CH3:31])=[O:28])[CH2:23][CH2:24]Br)[CH2:19][CH2:18][CH2:17][CH2:16]1.C(=O)([O-])[O-].[K+].[K+]. The catalyst class is: 18. (6) Reactant: [Br:1][CH:2]([CH2:15][CH2:16][CH3:17])[C:3]([C:5]1[C:14]2[C:9](=[CH:10][CH:11]=[CH:12][CH:13]=2)[CH:8]=[CH:7][CH:6]=1)=O.[NH:18]1[CH2:22][CH2:21][NH:20][C:19]1=[S:23].CC(O)=O. Product: [BrH:1].[C:5]1([C:3]2[N:20]3[CH2:21][CH2:22][N:18]=[C:19]3[S:23][C:2]=2[CH2:15][CH2:16][CH3:17])[C:14]2[C:9](=[CH:10][CH:11]=[CH:12][CH:13]=2)[CH:8]=[CH:7][CH:6]=1. The catalyst class is: 14.